This data is from Reaction yield outcomes from USPTO patents with 853,638 reactions. The task is: Predict the reaction yield, written as a fraction of the theoretical maximum amount of product (1.0 means a 100% yield; for example, 0.34 means a 34% yield). (1) The reactants are N[C:2]1[CH:11]=[CH:10][CH:9]=[C:8]2[C:3]=1[CH:4]=[CH:5][N:6]=[CH:7]2.N([O-])=O.[Na+].[OH-].[Na+].[BrH:18]. The catalyst is O. The product is [Br:18][C:2]1[CH:11]=[CH:10][CH:9]=[C:8]2[C:3]=1[CH:4]=[CH:5][N:6]=[CH:7]2. The yield is 0.500. (2) The reactants are CC([N:5]([CH2:9][C@@H:10]1[CH2:14][CH2:13][N:12]([CH2:15][CH:16]2[C:26]3=[C:27]4[C:22](=[CH:23][CH:24]=[C:25]3[F:28])[CH:21]=[CH:20][C:19](=[O:29])[N:18]4[CH2:17]2)[CH2:11]1)C(=O)[O-])(C)C.FC(F)(F)C(O)=O. The catalyst is ClCCl. The product is [NH2:5][CH2:9][C@H:10]1[CH2:14][CH2:13][N:12]([CH2:15][CH:16]2[C:26]3=[C:27]4[C:22](=[CH:23][CH:24]=[C:25]3[F:28])[CH:21]=[CH:20][C:19](=[O:29])[N:18]4[CH2:17]2)[CH2:11]1. The yield is 0.680. (3) The reactants are Cl[C:2]1[CH:3]=[C:4]([CH3:14])[C:5]2[N:11]3[CH2:12][C@H:8]([CH2:9][CH2:10]3)[NH:7][C:6]=2[N:13]=1.[CH3:15][C:16]1[N:21]=[CH:20][C:19](B(O)O)=[CH:18][CH:17]=1.P([O-])([O-])([O-])=O.[K+].[K+].[K+].CC(C1C=C(C(C)C)C(C2C=CC=CC=2P(C2CCCCC2)C2CCCCC2)=C(C(C)C)C=1)C. The catalyst is O1CCOCC1.O.C1C=CC(/C=C/C(/C=C/C2C=CC=CC=2)=O)=CC=1.C1C=CC(/C=C/C(/C=C/C2C=CC=CC=2)=O)=CC=1.C1C=CC(/C=C/C(/C=C/C2C=CC=CC=2)=O)=CC=1.[Pd].[Pd]. The product is [CH3:14][C:4]1[C:5]2[N:11]3[CH2:12][C@H:8]([CH2:9][CH2:10]3)[NH:7][C:6]=2[N:13]=[C:2]([C:19]2[CH:20]=[N:21][C:16]([CH3:15])=[CH:17][CH:18]=2)[CH:3]=1. The yield is 0.607. (4) The reactants are CC1OC(CC2CCC(C3SC(C4C=CC(N)=CC=4)=CN=3)CC2)=NN=1.[N+:26]([C:29]1[CH:34]=[CH:33][C:32]([C:35]2[N:36]=[C:37]([CH:40]3[CH2:45][CH2:44][N:43]([CH2:46][C:47]([O:49][CH2:50][CH3:51])=[O:48])[CH2:42][CH2:41]3)[S:38][CH:39]=2)=[CH:31][CH:30]=1)([O-])=O. No catalyst specified. The product is [NH2:26][C:29]1[CH:34]=[CH:33][C:32]([C:35]2[N:36]=[C:37]([CH:40]3[CH2:45][CH2:44][N:43]([CH2:46][C:47]([O:49][CH2:50][CH3:51])=[O:48])[CH2:42][CH2:41]3)[S:38][CH:39]=2)=[CH:31][CH:30]=1. The yield is 0.820. (5) The reactants are [CH3:1][C:2]1[C:6]([CH2:7][N:8]2[CH:12]=[C:11]([N:13]3[C:17](=[O:18])[CH2:16][NH:15][C:14]3=[O:19])[CH:10]=[N:9]2)=[C:5]([CH3:20])[O:4][N:3]=1.Cl.[CH3:22][O:23]C(=O)[C@H](CO)N.C(N(CC)CC)C. The catalyst is C1(C)C=CC=CC=1. The product is [CH3:1][C:2]1[C:6]([CH2:7][N:8]2[CH:12]=[C:11]([N:13]3[C:17](=[O:18])[CH:16]([CH2:22][OH:23])[NH:15][C:14]3=[O:19])[CH:10]=[N:9]2)=[C:5]([CH3:20])[O:4][N:3]=1. The yield is 0.250. (6) The product is [CH2:21]([C:18]1[CH:19]=[N:20][C:15]([NH:14][CH:11]2[CH2:12][CH2:13][NH:8][CH2:9][CH2:10]2)=[N:16][CH:17]=1)[CH3:22]. The yield is 0.920. The catalyst is Br.O. The reactants are C(OC([N:8]1[CH2:13][CH2:12][CH:11]([NH:14][C:15]2[N:20]=[CH:19][C:18]([CH2:21][CH3:22])=[CH:17][N:16]=2)[CH2:10][CH2:9]1)=O)(C)(C)C.C(O)(=O)C. (7) The reactants are [C:1]([O:8][CH3:9])(=[O:7])/[CH:2]=[CH:3]/[C:4]([OH:6])=[O:5].C(OC([N:17]1[CH2:22][CH2:21][N:20]([C:23](=[O:26])[CH2:24][Cl:25])[CH2:19][CH2:18]1)=O)(C)(C)C.Cl. The catalyst is CN1C(=O)CCC1.O1CCOCC1. The product is [ClH:25].[C:1]([O:8][CH3:9])(=[O:7])/[CH:2]=[CH:3]/[C:4]([O:6][CH2:24][C:23](=[O:26])[N:20]1[CH2:19][CH2:18][NH:17][CH2:22][CH2:21]1)=[O:5]. The yield is 0.410.